From a dataset of Catalyst prediction with 721,799 reactions and 888 catalyst types from USPTO. Predict which catalyst facilitates the given reaction. (1) Reactant: [F:1][C:2]1[C:3]([NH:16][NH2:17])=[N:4][C:5]([CH3:15])=[N:6][C:7]=1[NH:8][CH2:9][C:10]1[S:11][CH:12]=[CH:13][N:14]=1.[CH:18]1([CH2:23][C@H:24]([CH2:28][N:29]([CH:37]=[O:38])[O:30][CH:31]2[CH2:36][CH2:35][CH2:34][CH2:33][O:32]2)[C:25](O)=[O:26])[CH2:22][CH2:21][CH2:20][CH2:19]1.C1C=NC2N(O)N=NC=2C=1.CN1CCOCC1.C(Cl)CCl. Product: [CH:18]1([CH2:23][C@@H:24]([C:25]([NH:17][NH:16][C:3]2[C:2]([F:1])=[C:7]([NH:8][CH2:9][C:10]3[S:11][CH:12]=[CH:13][N:14]=3)[N:6]=[C:5]([CH3:15])[N:4]=2)=[O:26])[CH2:28][N:29]([O:30][CH:31]2[CH2:36][CH2:35][CH2:34][CH2:33][O:32]2)[CH:37]=[O:38])[CH2:22][CH2:21][CH2:20][CH2:19]1. The catalyst class is: 3. (2) Reactant: [Cl:1][C:2]1[C:3]2[N:4]([CH:21]=[N:22][CH:23]=2)[C:5]([C:14]2[CH:19]=[CH:18][CH:17]=[C:16]([F:20])[CH:15]=2)=[C:6]([C:8](N(OC)C)=[O:9])[CH:7]=1.Cl[Mg][CH2:26][CH3:27]. Product: [Cl:1][C:2]1[C:3]2[N:4]([CH:21]=[N:22][CH:23]=2)[C:5]([C:14]2[CH:19]=[CH:18][CH:17]=[C:16]([F:20])[CH:15]=2)=[C:6]([C:8](=[O:9])[CH2:26][CH3:27])[CH:7]=1. The catalyst class is: 7. (3) Reactant: Br[C:2]1[CH:7]=[CH:6][CH:5]=[CH:4][N:3]=1.C([Li])CCC.[CH2:13]([N:20]1[CH2:25][CH2:24][C:23](=[O:26])[CH2:22][CH2:21]1)[C:14]1[CH:19]=[CH:18][CH:17]=[CH:16][CH:15]=1.O. Product: [CH2:13]([N:20]1[CH2:25][CH2:24][C:23]([C:2]2[CH:7]=[CH:6][CH:5]=[CH:4][N:3]=2)([OH:26])[CH2:22][CH2:21]1)[C:14]1[CH:15]=[CH:16][CH:17]=[CH:18][CH:19]=1. The catalyst class is: 1. (4) Reactant: [Br:1][C:2]1[CH:3]=[C:4]([C:15]#[N:16])[C:5]2[C:10]([CH:11]=1)=[CH:9][CH:8]=[C:7]([O:12][CH3:13])[C:6]=2Br.O.O.[Sn](Cl)Cl.Cl. Product: [Br:1][C:2]1[CH:3]=[C:4]([C:15]#[N:16])[C:5]2[C:10]([CH:11]=1)=[CH:9][CH:8]=[C:7]([O:12][CH3:13])[CH:6]=2. The catalyst class is: 15. (5) Reactant: [CH3:1][C:2]1[C:7]([CH3:8])=[C:6]([C@H:9]2[CH2:14][CH2:13][N:12]([C:15]([O:17][C:18]([CH3:21])([CH3:20])[CH3:19])=[O:16])[CH2:11][C@H:10]2[C:22]([O:24][CH2:25][CH3:26])=[O:23])[CH:5]=[C:4]([O:27][CH2:28][C:29]2[CH:34]=[CH:33][CH:32]=[CH:31][CH:30]=2)[N:3]=1.[O-]CC.[Na+]. Product: [CH3:1][C:2]1[C:7]([CH3:8])=[C:6]([C@@H:9]2[CH2:14][CH2:13][N:12]([C:15]([O:17][C:18]([CH3:21])([CH3:19])[CH3:20])=[O:16])[CH2:11][C@H:10]2[C:22]([O:24][CH2:25][CH3:26])=[O:23])[CH:5]=[C:4]([O:27][CH2:28][C:29]2[CH:30]=[CH:31][CH:32]=[CH:33][CH:34]=2)[N:3]=1. The catalyst class is: 8. (6) Reactant: Cl[CH2:2][C:3]([NH:5][C:6]1[CH:11]=[CH:10][C:9]([F:12])=[CH:8][C:7]=1[OH:13])=[O:4].CCN(C(C)C)C(C)C. Product: [F:12][C:9]1[CH:10]=[CH:11][C:6]2[NH:5][C:3](=[O:4])[CH2:2][O:13][C:7]=2[CH:8]=1. The catalyst class is: 10. (7) Reactant: Cl[C:2]1[C:11]2[C:6](=[CH:7][CH:8]=[CH:9][CH:10]=2)[CH:5]=[C:4]([S:12]([C:15]2[CH:20]=[CH:19][C:18]([F:21])=[CH:17][CH:16]=2)(=[O:14])=[O:13])[N:3]=1.C1(P(C2C=CC=CC=2)C2C3OC4C(=CC=CC=4P(C4C=CC=CC=4)C4C=CC=CC=4)C(C)(C)C=3C=CC=2)C=CC=CC=1.[CH2:64]([N:66]1[CH:70]=[C:69]([NH2:71])[N:68]=[CH:67]1)[CH3:65].C([O-])([O-])=O.[Na+].[Na+]. Product: [CH2:64]([N:66]1[CH:70]=[C:69]([NH:71][C:2]2[C:11]3[C:6](=[CH:7][CH:8]=[CH:9][CH:10]=3)[CH:5]=[C:4]([S:12]([C:15]3[CH:20]=[CH:19][C:18]([F:21])=[CH:17][CH:16]=3)(=[O:14])=[O:13])[N:3]=2)[N:68]=[CH:67]1)[CH3:65]. The catalyst class is: 187. (8) Reactant: [Li]CCCC.CCCCCC.Br[C:13]1[CH:14]=[C:15]([CH:18]2[O:22][CH2:21][CH2:20][O:19]2)[S:16][CH:17]=1.[Cl:23][C:24]1[CH:25]=[C:26]([C:30](=[O:54])[CH2:31][CH2:32][CH2:33][S:34][C:35]([C:48]2[CH:53]=[CH:52][CH:51]=[CH:50][CH:49]=2)([C:42]2[CH:47]=[CH:46][CH:45]=[CH:44][CH:43]=2)[C:36]2[CH:41]=[CH:40][CH:39]=[CH:38][CH:37]=2)[CH:27]=[CH:28][CH:29]=1. Product: [Cl:23][C:24]1[CH:25]=[C:26]([C:30]([C:13]2[CH:14]=[C:15]([CH:18]3[O:22][CH2:21][CH2:20][O:19]3)[S:16][CH:17]=2)([OH:54])[CH2:31][CH2:32][CH2:33][S:34][C:35]([C:36]2[CH:41]=[CH:40][CH:39]=[CH:38][CH:37]=2)([C:42]2[CH:43]=[CH:44][CH:45]=[CH:46][CH:47]=2)[C:48]2[CH:53]=[CH:52][CH:51]=[CH:50][CH:49]=2)[CH:27]=[CH:28][CH:29]=1. The catalyst class is: 1. (9) The catalyst class is: 2. Reactant: [N:1]1[C:10]2[C:5](=[CH:6][CH:7]=[CH:8][C:9]=2[S:11](Cl)(=[O:13])=[O:12])[CH:4]=[CH:3][CH:2]=1.[CH2:15]([O:17][C:18]([C:20]1([NH2:29])[CH2:28][C:27]2[C:22](=[CH:23][CH:24]=[CH:25][CH:26]=2)[CH2:21]1)=[O:19])[CH3:16].CCN(C(C)C)C(C)C. Product: [CH2:15]([O:17][C:18]([C:20]1([NH:29][S:11]([C:9]2[CH:8]=[CH:7][CH:6]=[C:5]3[C:10]=2[N:1]=[CH:2][CH:3]=[CH:4]3)(=[O:13])=[O:12])[CH2:28][C:27]2[C:22](=[CH:23][CH:24]=[CH:25][CH:26]=2)[CH2:21]1)=[O:19])[CH3:16].